From a dataset of Forward reaction prediction with 1.9M reactions from USPTO patents (1976-2016). Predict the product of the given reaction. Given the reactants [O:1]([C:8]1[CH:17]=[CH:16][C:15]2[C:10](=[C:11]([C:18]([OH:20])=O)[CH:12]=[CH:13][CH:14]=2)[N:9]=1)[C:2]1[CH:7]=[CH:6][CH:5]=[CH:4][CH:3]=1.[NH2:21][C:22]1[C:23]([OH:29])=[N:24][CH:25]=[CH:26][C:27]=1[OH:28].CN(C(ON1N=NC2C=CC=NC1=2)=[N+](C)C)C.F[P-](F)(F)(F)(F)F.CCN(C(C)C)C(C)C, predict the reaction product. The product is: [OH:29][C:23]1[C:22]([NH:21][C:18]([C:11]2[CH:12]=[CH:13][CH:14]=[C:15]3[C:10]=2[N:9]=[C:8]([O:1][C:2]2[CH:3]=[CH:4][CH:5]=[CH:6][CH:7]=2)[CH:17]=[CH:16]3)=[O:20])=[C:27]([OH:28])[CH:26]=[CH:25][N:24]=1.